The task is: Predict the reaction yield, written as a fraction of the theoretical maximum amount of product (1.0 means a 100% yield; for example, 0.34 means a 34% yield).. This data is from Reaction yield outcomes from USPTO patents with 853,638 reactions. (1) The reactants are [Cl:1][C:2]1[CH:3]=[C:4]([S:8]([NH:11][C:12]2[CH:20]=[CH:19][C:15]([C:16]([OH:18])=[O:17])=[C:14]([OH:21])[CH:13]=2)(=[O:10])=[O:9])[S:5][C:6]=1[Cl:7].[CH3:22][CH:23](O)[CH3:24]. No catalyst specified. The product is [Cl:1][C:2]1[CH:3]=[C:4]([S:8]([NH:11][C:12]2[CH:20]=[CH:19][C:15]([C:16]([O:18][CH:23]([CH3:24])[CH3:22])=[O:17])=[C:14]([OH:21])[CH:13]=2)(=[O:9])=[O:10])[S:5][C:6]=1[Cl:7]. The yield is 0.800. (2) The reactants are Cl.[NH2:2][C@@H:3]([CH2:25][CH:26]1[CH2:30][CH2:29][CH2:28][CH2:27]1)[C:4]([NH:6][C@H:7]1[CH2:13][CH2:12][C@@H:11]([CH3:14])[N:10]([S:15]([C:18]2[CH:23]=[CH:22][CH:21]=[CH:20][N:19]=2)(=[O:17])=[O:16])[CH2:9][C@@H:8]1[OH:24])=[O:5].[S:31]1[CH:35]=[CH:34][N:33]=[C:32]1[C:36](O)=[O:37].CC(OI1(OC(C)=O)(OC(C)=O)OC(=O)C2C=CC=CC1=2)=O. The product is [CH:26]1([CH2:25][C@H:3]([NH:2][C:36]([C:32]2[S:31][CH:35]=[CH:34][N:33]=2)=[O:37])[C:4](=[O:5])[NH:6][C@H:7]2[CH2:13][CH2:12][C@@H:11]([CH3:14])[N:10]([S:15]([C:18]3[CH:23]=[CH:22][CH:21]=[CH:20][N:19]=3)(=[O:16])=[O:17])[CH2:9][C:8]2=[O:24])[CH2:27][CH2:28][CH2:29][CH2:30]1. The yield is 0.280. No catalyst specified. (3) The reactants are [CH3:1][O:2][C:3]1[CH:4]=[C:5]2[C:10](=[CH:11][C:12]=1[O:13][CH3:14])[N:9]=[CH:8][CH:7]=[C:6]2[O:15][C:16]1[C:22]([CH3:23])=[CH:21][C:19]([NH2:20])=[C:18]([CH3:24])[CH:17]=1.[F:25][C:26]1[CH:31]=[C:30]([F:32])[CH:29]=[CH:28][C:27]=1[N:33]=[C:34]=[O:35]. The catalyst is C(Cl)(Cl)Cl. The product is [F:25][C:26]1[CH:31]=[C:30]([F:32])[CH:29]=[CH:28][C:27]=1[NH:33][C:34]([NH:20][C:19]1[CH:21]=[C:22]([CH3:23])[C:16]([O:15][C:6]2[C:5]3[C:10](=[CH:11][C:12]([O:13][CH3:14])=[C:3]([O:2][CH3:1])[CH:4]=3)[N:9]=[CH:8][CH:7]=2)=[CH:17][C:18]=1[CH3:24])=[O:35]. The yield is 0.970. (4) The reactants are [NH2:1][C:2]1[C:10]([F:11])=[CH:9][C:8]([F:12])=[CH:7][C:3]=1[C:4]([OH:6])=[O:5].Cl[C:14](Cl)([O:16]C(=O)OC(Cl)(Cl)Cl)Cl. The catalyst is O1CCCC1. The product is [F:12][C:8]1[CH:9]=[C:10]([F:11])[C:2]2[NH:1][C:14](=[O:16])[O:5][C:4](=[O:6])[C:3]=2[CH:7]=1. The yield is 0.940. (5) The reactants are [CH3:1][O:2][C:3]1[CH:4]=[C:5]([NH:11][C:12]2[C:13]3[N:39]=[CH:38][S:37][C:14]=3[N:15]=[C:16]([N:18]3[CH2:23][CH2:22][CH2:21][CH:20]([C:24]([NH:26][C:27]4[CH:28]=[CH:29][C:30]([C:33]([O:35]C)=[O:34])=[N:31][CH:32]=4)=[O:25])[CH2:19]3)[N:17]=2)[CH:6]=[CH:7][C:8]=1[O:9][CH3:10].[OH-].[Na+]. The catalyst is O1CCOCC1.O. The product is [CH3:1][O:2][C:3]1[CH:4]=[C:5]([NH:11][C:12]2[C:13]3[N:39]=[CH:38][S:37][C:14]=3[N:15]=[C:16]([N:18]3[CH2:23][CH2:22][CH2:21][CH:20]([C:24]([NH:26][C:27]4[CH:28]=[CH:29][C:30]([C:33]([OH:35])=[O:34])=[N:31][CH:32]=4)=[O:25])[CH2:19]3)[N:17]=2)[CH:6]=[CH:7][C:8]=1[O:9][CH3:10]. The yield is 0.762. (6) The reactants are C(O)(C(F)(F)F)=O.[O:8]=[C:9]1[CH:14]=[C:13]([C:15]2[CH:20]=[CH:19][N:18]=[C:17]([NH:21][CH:22]3[CH2:27][CH2:26][O:25][CH2:24][CH2:23]3)[N:16]=2)[CH:12]=[CH:11][N:10]1[CH2:28][C:29]1[N:30](C(OC(C)(C)C)=O)[C:31]2[C:36]([CH:37]=1)=[CH:35][CH:34]=[CH:33][CH:32]=2.C([O-])(O)=O.[Na+].CC#N. The catalyst is ClCCl. The product is [NH:30]1[C:31]2[C:36](=[CH:35][CH:34]=[CH:33][CH:32]=2)[CH:37]=[C:29]1[CH2:28][N:10]1[CH:11]=[CH:12][C:13]([C:15]2[CH:20]=[CH:19][N:18]=[C:17]([NH:21][CH:22]3[CH2:27][CH2:26][O:25][CH2:24][CH2:23]3)[N:16]=2)=[CH:14][C:9]1=[O:8]. The yield is 0.600. (7) The reactants are Cl[C:2]1[N:3]=[CH:4][C:5]([C:8]([N:10]2[CH2:15][CH2:14][C:13]3[NH:16][C:17]([C:19]4[C:27]5[C:22](=[CH:23][C:24]([C:28]6[CH:33]=[C:32]([F:34])[C:31]([OH:35])=[CH:30][C:29]=6[CH2:36][CH3:37])=[CH:25][CH:26]=5)[NH:21][N:20]=4)=[N:18][C:12]=3[CH2:11]2)=[O:9])=[N:6][CH:7]=1.[CH:38]([N:41]1[CH2:46][CH2:45][NH:44][CH2:43][CH2:42]1)([CH3:40])[CH3:39]. No catalyst specified. The product is [CH2:36]([C:29]1[CH:30]=[C:31]([OH:35])[C:32]([F:34])=[CH:33][C:28]=1[C:24]1[CH:23]=[C:22]2[C:27]([C:19]([C:17]3[NH:16][C:13]4[CH2:14][CH2:15][N:10]([C:8]([C:5]5[N:6]=[CH:7][C:2]([N:44]6[CH2:45][CH2:46][N:41]([CH:38]([CH3:40])[CH3:39])[CH2:42][CH2:43]6)=[N:3][CH:4]=5)=[O:9])[CH2:11][C:12]=4[N:18]=3)=[N:20][NH:21]2)=[CH:26][CH:25]=1)[CH3:37]. The yield is 0.190. (8) The reactants are [BH4-].[Na+].[F:3][C:4]([F:23])([F:22])[O:5][C:6]1[CH:11]=[CH:10][C:9]([S:12]([N:15]2[CH2:20][CH2:19][C:18](=[O:21])[CH2:17][CH2:16]2)(=[O:14])=[O:13])=[CH:8][CH:7]=1. The catalyst is CO. The product is [F:23][C:4]([F:3])([F:22])[O:5][C:6]1[CH:7]=[CH:8][C:9]([S:12]([N:15]2[CH2:16][CH2:17][CH:18]([OH:21])[CH2:19][CH2:20]2)(=[O:13])=[O:14])=[CH:10][CH:11]=1. The yield is 1.00.